The task is: Regression. Given two drug SMILES strings and cell line genomic features, predict the synergy score measuring deviation from expected non-interaction effect.. This data is from NCI-60 drug combinations with 297,098 pairs across 59 cell lines. (1) Drug 1: CNC(=O)C1=CC=CC=C1SC2=CC3=C(C=C2)C(=NN3)C=CC4=CC=CC=N4. Drug 2: N.N.Cl[Pt+2]Cl. Cell line: RPMI-8226. Synergy scores: CSS=-9.42, Synergy_ZIP=6.93, Synergy_Bliss=6.49, Synergy_Loewe=-4.49, Synergy_HSA=-4.57. (2) Drug 1: CC12CCC3C(C1CCC2O)C(CC4=C3C=CC(=C4)O)CCCCCCCCCS(=O)CCCC(C(F)(F)F)(F)F. Drug 2: CC1=C(C(=O)C2=C(C1=O)N3CC4C(C3(C2COC(=O)N)OC)N4)N. Cell line: MCF7. Synergy scores: CSS=32.0, Synergy_ZIP=1.69, Synergy_Bliss=-3.59, Synergy_Loewe=5.07, Synergy_HSA=5.47. (3) Drug 1: CC(C)(C#N)C1=CC(=CC(=C1)CN2C=NC=N2)C(C)(C)C#N. Drug 2: CCC1(C2=C(COC1=O)C(=O)N3CC4=CC5=C(C=CC(=C5CN(C)C)O)N=C4C3=C2)O.Cl. Cell line: UACC-257. Synergy scores: CSS=7.97, Synergy_ZIP=-3.71, Synergy_Bliss=-2.35, Synergy_Loewe=-2.51, Synergy_HSA=-1.62. (4) Drug 1: CC1C(C(CC(O1)OC2CC(CC3=C2C(=C4C(=C3O)C(=O)C5=C(C4=O)C(=CC=C5)OC)O)(C(=O)CO)O)N)O.Cl. Drug 2: CC1C(C(CC(O1)OC2CC(CC3=C2C(=C4C(=C3O)C(=O)C5=CC=CC=C5C4=O)O)(C(=O)C)O)N)O. Cell line: PC-3. Synergy scores: CSS=55.9, Synergy_ZIP=-7.69, Synergy_Bliss=-6.62, Synergy_Loewe=-2.03, Synergy_HSA=-0.748. (5) Drug 1: COC1=CC(=CC(=C1O)OC)C2C3C(COC3=O)C(C4=CC5=C(C=C24)OCO5)OC6C(C(C7C(O6)COC(O7)C8=CC=CS8)O)O. Drug 2: C1C(C(OC1N2C=NC3=C2NC=NCC3O)CO)O. Cell line: UO-31. Synergy scores: CSS=10.3, Synergy_ZIP=-5.90, Synergy_Bliss=-4.27, Synergy_Loewe=-0.848, Synergy_HSA=-0.797.